From a dataset of Full USPTO retrosynthesis dataset with 1.9M reactions from patents (1976-2016). Predict the reactants needed to synthesize the given product. The reactants are: [I:1][C:2]1[CH:3]=[C:4]([CH:30]=[CH:31][CH:32]=1)[CH2:5][N:6]1[C:14](=[O:15])[NH:13][C:12]2[C:7]1=[N:8][C:9]([NH:16][CH2:17][C@@H:18]1[CH2:22][CH2:21][N:20](C(OC(C)(C)C)=O)[CH2:19]1)=[N:10][CH:11]=2. Given the product [I:1][C:2]1[CH:3]=[C:4]([CH:30]=[CH:31][CH:32]=1)[CH2:5][N:6]1[C:14](=[O:15])[NH:13][C:12]2[C:7]1=[N:8][C:9]([NH:16][CH2:17][C@@H:18]1[CH2:22][CH2:21][NH:20][CH2:19]1)=[N:10][CH:11]=2, predict the reactants needed to synthesize it.